This data is from Full USPTO retrosynthesis dataset with 1.9M reactions from patents (1976-2016). The task is: Predict the reactants needed to synthesize the given product. (1) Given the product [CH3:1][C@@:2]12[C:18](=[O:19])[CH2:17][CH2:16][C@H:15]1[C@H:14]1[C@@H:5]([C:6]3[C:11]([CH2:12][CH2:13]1)=[CH:10][C:9]([OH:20])=[C:8]([O:25][CH3:23])[CH:7]=3)[CH2:4][CH2:3]2, predict the reactants needed to synthesize it. The reactants are: [CH3:1][C@@:2]12[C:18](=[O:19])[CH2:17][CH2:16][C@H:15]1[C@H:14]1[C@@H:5]([C:6]3[CH:7]=[CH:8][C:9]([OH:20])=[CH:10][C:11]=3[CH2:12][CH2:13]1)[CH2:4][CH2:3]2.II.[C:23](O)(=[O:25])C. (2) Given the product [F:48][C:49]1[CH:63]=[CH:62][C:52]2[N:53]([C:12]([C:9]3[CH:10]=[CH:11][C:5]4[O:4][CH2:3][C:2](=[O:1])[NH:7][C:6]=4[CH:8]=3)=[O:14])[C@@H:54]([CH2:57][C:58]([NH:60][CH3:61])=[O:59])[CH2:55][O:56][C:51]=2[CH:50]=1, predict the reactants needed to synthesize it. The reactants are: [O:1]=[C:2]1[NH:7][C:6]2[CH:8]=[C:9]([C:12]([OH:14])=O)[CH:10]=[CH:11][C:5]=2[O:4][CH2:3]1.C(P1(=O)OP(CCC)(=O)OP(CCC)(=O)O1)CC.C(OCC)(=O)C.CCN(C(C)C)C(C)C.[F:48][C:49]1[CH:63]=[CH:62][C:52]2[NH:53][C@@H:54]([CH2:57][C:58]([NH:60][CH3:61])=[O:59])[CH2:55][O:56][C:51]=2[CH:50]=1. (3) Given the product [OH:4][CH2:5][CH2:6][C:7]1[CH:8]=[C:9]2[C:13](=[CH:14][CH:15]=1)[NH:12][CH:11]=[C:10]2[C:16](=[O:35])[CH:17]([C:27]1[CH:32]=[N:31][C:30]([O:33][CH3:34])=[CH:29][N:28]=1)[NH:18][C:19]1[CH:20]=[N:21][CH:22]=[C:23]([O:25][CH3:26])[CH:24]=1, predict the reactants needed to synthesize it. The reactants are: C([O:4][CH2:5][CH2:6][C:7]1[CH:8]=[C:9]2[C:13](=[CH:14][CH:15]=1)[NH:12][CH:11]=[C:10]2[C:16](=[O:35])[CH:17]([C:27]1[CH:32]=[N:31][C:30]([O:33][CH3:34])=[CH:29][N:28]=1)[NH:18][C:19]1[CH:20]=[N:21][CH:22]=[C:23]([O:25][CH3:26])[CH:24]=1)(=O)C.C(=O)([O-])[O-].[K+].[K+]. (4) Given the product [CH2:25]([O:24][C:22](=[O:23])[CH2:21][O:19][C:12]1[C:13]2[C:18](=[CH:17][CH:16]=[CH:15][CH:14]=2)[C:9]([O:8][CH2:1][C:2]2[CH:3]=[CH:4][CH:5]=[CH:6][CH:7]=2)=[CH:10][CH:11]=1)[CH3:26], predict the reactants needed to synthesize it. The reactants are: [CH2:1]([O:8][C:9]1[C:18]2[C:13](=[CH:14][CH:15]=[CH:16][CH:17]=2)[C:12]([OH:19])=[CH:11][CH:10]=1)[C:2]1[CH:7]=[CH:6][CH:5]=[CH:4][CH:3]=1.Br[CH2:21][C:22]([O:24][CH2:25][CH3:26])=[O:23].C(=O)([O-])[O-].[Cs+].[Cs+]. (5) Given the product [Cl:1][C:2]1[CH:7]=[CH:25][C:20]([NH:21][C:22]([C:23]2[CH:29]=[CH:28][NH:27][N:24]=2)=[O:30])=[C:19]([C:18]#[N:17])[CH:3]=1, predict the reactants needed to synthesize it. The reactants are: [Cl:1][C:2]1[CH:7]=CC(NC2C=CC=CC=2)=C(C#N)[CH:3]=1.[N:17]1[N:21]2[C:22](=[O:30])[C:23]3[N:24]([N:27]=[CH:28][CH:29]=3)[C:25](=O)[C:20]2=[CH:19][CH:18]=1.O. (6) Given the product [CH3:1][O:2][C:3]1[CH:8]=[C:7]([C@H:9]2[CH2:14][CH2:13][N:12]([C:15]([O:17][C:18]([CH3:21])([CH3:19])[CH3:20])=[O:16])[CH2:11][C@H:10]2[C:22]([O:24][CH2:25][CH3:26])=[O:23])[CH:6]=[CH:5][N:4]=1, predict the reactants needed to synthesize it. The reactants are: [CH3:1][O:2][C:3]1[CH:8]=[C:7]([C:9]2[CH2:14][CH2:13][N:12]([C:15]([O:17][C:18]([CH3:21])([CH3:20])[CH3:19])=[O:16])[CH2:11][C:10]=2[C:22]([O:24][CH2:25][CH3:26])=[O:23])[CH:6]=[CH:5][N:4]=1.[Mg]. (7) The reactants are: [OH-].[Na+].[NH:3]1[C:11]2[C:6](=[CH:7][CH:8]=[CH:9][CH:10]=2)[CH:5]=[CH:4]1.[Br:12][CH2:13][CH2:14][CH2:15][CH2:16]Br. Given the product [Br:12][CH2:13][CH2:14][CH2:15][CH2:16][N:3]1[C:11]2[C:6](=[CH:7][CH:8]=[CH:9][CH:10]=2)[CH:5]=[CH:4]1, predict the reactants needed to synthesize it. (8) Given the product [F:49][C:43]1[CH:44]=[CH:45][C:28]([C:26]2[N:25]=[CH:29][CH:31]=[CH:59][N:57]=2)=[C:41]([C:6]([N:8]2[C@@H:12]3[CH2:13][CH2:14][C@H:9]2[C@H:10]([CH2:15][O:16][C:17]2[CH:22]=[CH:21][CH:20]=[CH:19][N:18]=2)[CH2:11]3)=[O:7])[CH:42]=1, predict the reactants needed to synthesize it. The reactants are: C(O[C:6]([N:8]1[C@@H:12]2[CH2:13][CH2:14][C@H:9]1[C@H:10]([CH2:15][O:16][C:17]1[CH:22]=[CH:21][CH:20]=[CH:19][N:18]=1)[CH2:11]2)=[O:7])(C)(C)C.CC[N:25]([CH:29]([CH3:31])C)[CH:26]([CH3:28])C.CN(C(ON1N=N[C:42]2[CH:43]=[CH:44][CH:45]=N[C:41]1=2)=[N+](C)C)C.[F:49][P-](F)(F)(F)(F)F.C[N:57]([CH:59]=O)C.